This data is from Full USPTO retrosynthesis dataset with 1.9M reactions from patents (1976-2016). The task is: Predict the reactants needed to synthesize the given product. (1) Given the product [O:4]1[CH:8]=[CH:7][C:6]([C:9]2[O:10][C:1]([SH:3])=[N:12][N:11]=2)=[CH:5]1, predict the reactants needed to synthesize it. The reactants are: [C:1](=[S:3])=S.[O:4]1[CH:8]=[CH:7][C:6]([C:9]([NH:11][NH2:12])=[O:10])=[CH:5]1.[OH-].[K+].Cl. (2) Given the product [Cl:25][C:26]1[CH:52]=[CH:51][C:29]([C:30]([C:32]2[CH:33]=[C:34]3[C:39](=[CH:40][CH:41]=2)[N:38]([CH3:42])[C:37](=[O:43])[CH:36]=[C:35]3[C:44]2[CH:49]=[CH:48][CH:47]=[C:46]([Cl:50])[CH:45]=2)([OH:31])[C:14]2[N:13]=[C:12]([Si:18]([CH2:23][CH3:24])([CH2:21][CH3:22])[CH2:19][CH3:20])[N:11]([S:8]([N:7]([CH3:16])[CH3:6])(=[O:9])=[O:10])[CH:15]=2)=[CH:28][CH:27]=1, predict the reactants needed to synthesize it. The reactants are: C([Li])CCC.[CH3:6][N:7]([CH3:16])[S:8]([N:11]1[CH:15]=[CH:14][N:13]=[CH:12]1)(=[O:10])=[O:9].Cl[Si:18]([CH2:23][CH3:24])([CH2:21][CH3:22])[CH2:19][CH3:20].[Cl:25][C:26]1[CH:52]=[CH:51][C:29]([C:30]([C:32]2[CH:33]=[C:34]3[C:39](=[CH:40][CH:41]=2)[N:38]([CH3:42])[C:37](=[O:43])[CH:36]=[C:35]3[C:44]2[CH:49]=[CH:48][CH:47]=[C:46]([Cl:50])[CH:45]=2)=[O:31])=[CH:28][CH:27]=1. (3) Given the product [Cl:17][C:7]1[C:6]2[C:11](=[C:2]([I:1])[C:3]([CH3:14])=[CH:4][CH:5]=2)[N:10]=[C:9]([CH3:12])[N:8]=1, predict the reactants needed to synthesize it. The reactants are: [I:1][C:2]1[C:3]([CH3:14])=[CH:4][CH:5]=[C:6]2[C:11]=1[N:10]=[C:9]([CH3:12])[NH:8][C:7]2=O.P(Cl)(Cl)([Cl:17])=O. (4) The reactants are: [CH3:1][NH:2][C:3]1[CH:8]=[C:7]([CH3:9])[CH:6]=[CH:5][C:4]=1[N+:10]([O-])=O.C([O-])=O.[NH4+]. Given the product [CH3:9][C:7]1[CH:8]=[C:3]([NH:2][CH3:1])[C:4]([NH2:10])=[CH:5][CH:6]=1, predict the reactants needed to synthesize it.